Predict the reaction yield, written as a fraction of the theoretical maximum amount of product (1.0 means a 100% yield; for example, 0.34 means a 34% yield). From a dataset of Reaction yield outcomes from USPTO patents with 853,638 reactions. (1) The reactants are [N+:1]([C:4]1[C:5]([NH:12][C:13]2[CH:18]=[CH:17][CH:16]=[CH:15][CH:14]=2)=[C:6]([CH:9]=[CH:10][CH:11]=1)[C:7]#[N:8])([O-])=O.[O-]S(S([O-])=O)=O.[Na+].[Na+]. The catalyst is CCO. The product is [NH2:1][C:4]1[C:5]([NH:12][C:13]2[CH:18]=[CH:17][CH:16]=[CH:15][CH:14]=2)=[C:6]([CH:9]=[CH:10][CH:11]=1)[C:7]#[N:8]. The yield is 0.570. (2) The reactants are Cl[C:2]1[CH:7]=[C:6]([C:8]2[CH:13]=[CH:12][C:11]([N:14]3[CH2:19][CH2:18][N:17]([C:20]([O:22][C:23]([CH3:26])([CH3:25])[CH3:24])=[O:21])[CH2:16][CH2:15]3)=[CH:10][CH:9]=2)[CH:5]=[C:4]([N:27]2[CH2:32][CH2:31][O:30][CH2:29][CH2:28]2)[N:3]=1.[NH2:33][C:34]1[N:39]=[CH:38][C:37](B(O)O)=[CH:36][N:35]=1. The catalyst is CC(N(C)C)=O.C([O-])([O-])=O.[Na+].[Na+]. The product is [NH2:33][C:34]1[N:39]=[CH:38][C:37]([C:2]2[CH:7]=[C:6]([C:8]3[CH:13]=[CH:12][C:11]([N:14]4[CH2:19][CH2:18][N:17]([C:20]([O:22][C:23]([CH3:26])([CH3:25])[CH3:24])=[O:21])[CH2:16][CH2:15]4)=[CH:10][CH:9]=3)[CH:5]=[C:4]([N:27]3[CH2:32][CH2:31][O:30][CH2:29][CH2:28]3)[N:3]=2)=[CH:36][N:35]=1. The yield is 0.610.